Dataset: Forward reaction prediction with 1.9M reactions from USPTO patents (1976-2016). Task: Predict the product of the given reaction. (1) Given the reactants [Cl:1][C:2]1[S:3][C:4]2[CH:10]=[C:9]([O:11][CH3:12])[CH:8]=[CH:7][C:5]=2[N:6]=1.[Br:13]N1C(=O)CCC1=O, predict the reaction product. The product is: [Br:13][C:10]1[C:4]2[S:3][C:2]([Cl:1])=[N:6][C:5]=2[CH:7]=[CH:8][C:9]=1[O:11][CH3:12]. (2) Given the reactants C(OC(=O)[NH:7][C@@H:8]1[CH2:11][C@@H:10]([NH:12][C:13]2[C:18]([C:19]#[N:20])=[CH:17][N:16]=[C:15]([NH:21][CH2:22][CH2:23][C:24]3[CH:29]=[CH:28][CH:27]=[C:26]([Cl:30])[CH:25]=3)[N:14]=2)[C:9]1([CH3:32])[CH3:31])(C)(C)C.C(O)(C(F)(F)F)=O, predict the reaction product. The product is: [NH2:7][C@@H:8]1[CH2:11][C@@H:10]([NH:12][C:13]2[C:18]([C:19]#[N:20])=[CH:17][N:16]=[C:15]([NH:21][CH2:22][CH2:23][C:24]3[CH:29]=[CH:28][CH:27]=[C:26]([Cl:30])[CH:25]=3)[N:14]=2)[C:9]1([CH3:32])[CH3:31]. (3) Given the reactants [Cl:1][C:2]1[N:7]=[C:6]([C:8]([OH:10])=O)[CH:5]=[CH:4][CH:3]=1.[CH3:11][CH:12]([CH3:30])[CH2:13][CH2:14][NH:15][C:16]([C:18]1[N:19]=[N:20][C:21]([N:24]2[CH2:29][CH2:28][NH:27][CH2:26][CH2:25]2)=[CH:22][CH:23]=1)=[O:17], predict the reaction product. The product is: [CH3:11][CH:12]([CH3:30])[CH2:13][CH2:14][NH:15][C:16]([C:18]1[N:19]=[N:20][C:21]([N:24]2[CH2:29][CH2:28][N:27]([C:8]([C:6]3[CH:5]=[CH:4][CH:3]=[C:2]([Cl:1])[N:7]=3)=[O:10])[CH2:26][CH2:25]2)=[CH:22][CH:23]=1)=[O:17].